From a dataset of Forward reaction prediction with 1.9M reactions from USPTO patents (1976-2016). Predict the product of the given reaction. (1) Given the reactants [Br:1][C:2]1[CH:9]=[CH:8][C:5]([CH:6]=O)=[CH:4][CH:3]=1.[CH3:10][C:11](=O)[CH:12]=[CH2:13].[NH2:15][S:16]([C:19]1[CH:24]=[CH:23][C:22]([NH2:25])=[CH:21][CH:20]=1)(=[O:18])=[O:17], predict the reaction product. The product is: [Br:1][C:2]1[CH:9]=[CH:8][C:5]([C:6]2[N:25]([C:22]3[CH:23]=[CH:24][C:19]([S:16]([NH2:15])(=[O:17])=[O:18])=[CH:20][CH:21]=3)[C:11]([CH3:10])=[CH:12][CH:13]=2)=[CH:4][CH:3]=1. (2) Given the reactants [CH3:1][S:2](Cl)(=[O:4])=[O:3].[OH:6][C@@H:7]1[CH2:11][CH2:10][N:9]([C:12]([O:14][C:15]([CH3:18])([CH3:17])[CH3:16])=[O:13])[C@@H:8]1[CH3:19], predict the reaction product. The product is: [CH3:19][C@@H:8]1[C@H:7]([O:6][S:2]([CH3:1])(=[O:4])=[O:3])[CH2:11][CH2:10][N:9]1[C:12]([O:14][C:15]([CH3:18])([CH3:17])[CH3:16])=[O:13]. (3) Given the reactants [CH:1]1([C:4]2[C:12]3[C:7](=[CH:8][C:9]([C:13](O)=[O:14])=[CH:10][CH:11]=3)[N:6]([C:16]3[N:21]=[CH:20][C:19]([C:22]4[CH:27]=[C:26]([O:28][CH2:29][CH3:30])[CH:25]=[CH:24][C:23]=4[F:31])=[CH:18][N:17]=3)[N:5]=2)[CH2:3][CH2:2]1.[NH:32]1[CH2:37][CH2:36][O:35][CH2:34][CH2:33]1, predict the reaction product. The product is: [CH:1]1([C:4]2[C:12]3[C:7](=[CH:8][C:9]([C:13]([N:32]4[CH2:37][CH2:36][O:35][CH2:34][CH2:33]4)=[O:14])=[CH:10][CH:11]=3)[N:6]([C:16]3[N:17]=[CH:18][C:19]([C:22]4[CH:27]=[C:26]([O:28][CH2:29][CH3:30])[CH:25]=[CH:24][C:23]=4[F:31])=[CH:20][N:21]=3)[N:5]=2)[CH2:3][CH2:2]1.